The task is: Predict the product of the given reaction.. This data is from Forward reaction prediction with 1.9M reactions from USPTO patents (1976-2016). (1) Given the reactants Br[C:2]1[CH:9]=[CH:8][C:5]([C:6]#[N:7])=[C:4]([F:10])[CH:3]=1.C(=O)([O-])[O-].[Cs+].[Cs+].CC1(C)C2C=CC=C(P(C3C=CC=CC=3)C3C=CC=CC=3)C=2OC2C1=CC=CC=2P(C1C=CC=CC=1)C1C=CC=CC=1.[CH:59]1[C:71]2[NH:70][C:69]3[C:64](=[CH:65][CH:66]=[CH:67][CH:68]=3)[C:63]=2[C:62]([C:72]2[CH:73]=[CH:74][C:75]([CH2:78][OH:79])=[N:76][CH:77]=2)=[CH:61][CH:60]=1, predict the reaction product. The product is: [F:10][C:4]1[CH:3]=[C:2]([N:70]2[C:71]3[CH:59]=[CH:60][CH:61]=[C:62]([C:72]4[CH:77]=[N:76][C:75]([CH2:78][OH:79])=[CH:74][CH:73]=4)[C:63]=3[C:64]3[C:69]2=[CH:68][CH:67]=[CH:66][CH:65]=3)[CH:9]=[CH:8][C:5]=1[C:6]#[N:7]. (2) Given the reactants [CH2:1]([O:3][C:4]([C:6]1[C:7]([CH3:14])=[N:8][C:9](Cl)=[N:10][C:11]=1[CH3:12])=[O:5])[CH3:2].Cl.[NH2:16][CH2:17][CH2:18][C:19]1[CH:24]=[CH:23][C:22]([OH:25])=[CH:21][CH:20]=1.C([O-])(=O)C.[K+], predict the reaction product. The product is: [CH2:1]([O:3][C:4]([C:6]1[C:7]([CH3:14])=[N:8][C:9]([NH:16][CH2:17][CH2:18][C:19]2[CH:24]=[CH:23][C:22]([OH:25])=[CH:21][CH:20]=2)=[N:10][C:11]=1[CH3:12])=[O:5])[CH3:2]. (3) Given the reactants [CH2:1]([C:3]1[CH:8]=[CH:7][C:6]([OH:9])=[C:5]([O:10][CH3:11])[CH:4]=1)[CH3:2].[CH2:12](Br)[C:13]1[CH:18]=[CH:17][CH:16]=[CH:15][CH:14]=1.C([O-])([O-])=O.[K+].[K+], predict the reaction product. The product is: [CH2:12]([O:9][C:6]1[CH:7]=[CH:8][C:3]([CH2:1][CH3:2])=[CH:4][C:5]=1[O:10][CH3:11])[C:13]1[CH:18]=[CH:17][CH:16]=[CH:15][CH:14]=1. (4) The product is: [N:17]12[CH2:25][CH2:24][CH:21]([CH2:22][CH2:23]1)[N:20]([C:1]([O:2][C:3]1[CH:8]=[CH:7][CH:6]=[CH:5][C:4]=1[C:9]1[CH:14]=[CH:13][CH:12]=[CH:11][CH:10]=1)=[O:15])[CH2:19][CH2:18]2. Given the reactants [C:1](Cl)(=[O:15])[O:2][C:3]1[CH:8]=[CH:7][CH:6]=[CH:5][C:4]=1[C:9]1[CH:14]=[CH:13][CH:12]=[CH:11][CH:10]=1.[N:17]12[CH2:25][CH2:24][CH:21]([CH2:22][CH2:23]1)[NH:20][CH2:19][CH2:18]2, predict the reaction product. (5) Given the reactants Br[CH2:2][C:3]1[CH:8]=[CH:7][CH:6]=[CH:5][C:4]=1[N+:9]([O-:11])=[O:10].[Cl:12][C:13]1[CH:14]=[N:15][CH:16]=[C:17]([Cl:34])[C:18]=1[NH:19][C:20]1[C:29]2[C:24](=[C:25]([OH:32])[C:26]([O:30][CH3:31])=[CH:27][CH:28]=2)[O:23][C:22](=[O:33])[CH:21]=1, predict the reaction product. The product is: [Cl:12][C:13]1[CH:14]=[N:15][CH:16]=[C:17]([Cl:34])[C:18]=1[NH:19][C:20]1[C:29]2[C:24](=[C:25]([O:32][CH2:2][C:3]3[CH:8]=[CH:7][CH:6]=[CH:5][C:4]=3[N+:9]([O-:11])=[O:10])[C:26]([O:30][CH3:31])=[CH:27][CH:28]=2)[O:23][C:22](=[O:33])[CH:21]=1. (6) Given the reactants [Li+].CC([N-]C(C)C)C.[C:9]([O:13][C:14]([N:16]1[CH2:21][CH2:20][CH2:19][C:18](=[O:22])[CH2:17]1)=[O:15])([CH3:12])([CH3:11])[CH3:10].C1C=CC(N([S:30]([C:33]([F:36])([F:35])[F:34])(=[O:32])=[O:31])[S:30]([C:33]([F:36])([F:35])[F:34])(=[O:32])=[O:31])=CC=1, predict the reaction product. The product is: [C:9]([O:13][C:14]([N:16]1[CH2:17][C:18]([O:22][S:30]([C:33]([F:36])([F:35])[F:34])(=[O:32])=[O:31])=[CH:19][CH2:20][CH2:21]1)=[O:15])([CH3:12])([CH3:10])[CH3:11]. (7) Given the reactants [OH:1][C:2]1[CH:3]=[C:4]([N+:12]([O-:14])=[O:13])[C:5]([CH3:11])=[C:6]([CH:10]=1)[C:7]([OH:9])=[O:8].S(Cl)(Cl)=O.[CH3:19]O, predict the reaction product. The product is: [OH:1][C:2]1[CH:3]=[C:4]([N+:12]([O-:14])=[O:13])[C:5]([CH3:11])=[C:6]([CH:10]=1)[C:7]([O:9][CH3:19])=[O:8]. (8) The product is: [Br:1][C:2]1[CH:7]=[CH:6][N:5]([CH:18]2[CH2:17][N:16]([C:14]([O:13][C:9]([CH3:12])([CH3:11])[CH3:10])=[O:15])[CH2:19]2)[C:4](=[O:8])[CH:3]=1. Given the reactants [Br:1][C:2]1[CH:7]=[CH:6][NH:5][C:4](=[O:8])[CH:3]=1.[C:9]([O:13][C:14]([N:16]1[CH2:19][CH:18](I)[CH2:17]1)=[O:15])([CH3:12])([CH3:11])[CH3:10], predict the reaction product. (9) The product is: [O:1]1[CH2:5][CH2:4][CH:3]([O:6][C:10]2[CH:19]=[C:18]3[C:13]([CH:14]=[N:15][C:16]([NH:20][C@H:21]4[CH2:22][CH2:23][C@H:24]([OH:27])[CH2:25][CH2:26]4)=[N:17]3)=[CH:12][CH:11]=2)[CH2:2]1. Given the reactants [O:1]1[CH2:5][CH2:4][CH:3]([OH:6])[CH2:2]1.[H-].[Na+].F[C:10]1[CH:19]=[C:18]2[C:13]([CH:14]=[N:15][C:16]([NH:20][C@H:21]3[CH2:26][CH2:25][C@H:24]([OH:27])[CH2:23][CH2:22]3)=[N:17]2)=[CH:12][CH:11]=1, predict the reaction product. (10) Given the reactants [CH2:1]=[C:2]1[O:6][C:4](=[O:5])[CH2:3]1.[F:7][C:8]1[CH:16]=[C:15]2[C:11]([CH:12]=[N:13][NH:14]2)=[CH:10][C:9]=1[NH2:17], predict the reaction product. The product is: [F:7][C:8]1[CH:16]=[C:15]2[C:11]([CH:12]=[N:13][NH:14]2)=[CH:10][C:9]=1[NH:17][C:4](=[O:5])[CH2:3][C:2](=[O:6])[CH3:1].